This data is from Forward reaction prediction with 1.9M reactions from USPTO patents (1976-2016). The task is: Predict the product of the given reaction. Given the reactants [CH3:1][C:2]1[C:7](/[CH:8]=[C:9](\[CH2:15][CH2:16][CH2:17][CH3:18])/[C:10]([O:12]CC)=[O:11])=[C:6]([O:19][CH3:20])[C:5]([O:21][CH3:22])=[C:4]([O:23][CH3:24])[C:3]=1[O:25][CH3:26], predict the reaction product. The product is: [CH3:1][C:2]1[C:7](/[CH:8]=[C:9](\[CH2:15][CH2:16][CH2:17][CH3:18])/[C:10]([OH:12])=[O:11])=[C:6]([O:19][CH3:20])[C:5]([O:21][CH3:22])=[C:4]([O:23][CH3:24])[C:3]=1[O:25][CH3:26].